Dataset: Peptide-MHC class I binding affinity with 185,985 pairs from IEDB/IMGT. Task: Regression. Given a peptide amino acid sequence and an MHC pseudo amino acid sequence, predict their binding affinity value. This is MHC class I binding data. (1) The peptide sequence is RLDLAGRDL. The MHC is HLA-A02:06 with pseudo-sequence HLA-A02:06. The binding affinity (normalized) is 0. (2) The peptide sequence is CHKGWGVSV. The MHC is HLA-A01:01 with pseudo-sequence HLA-A01:01. The binding affinity (normalized) is 0.0847. (3) The peptide sequence is TIPAHQTYV. The MHC is Mamu-A01 with pseudo-sequence Mamu-A01. The binding affinity (normalized) is 0.612. (4) The peptide sequence is AEPLSMYVYAL. The MHC is Mamu-A01 with pseudo-sequence Mamu-A01. The binding affinity (normalized) is 0.272. (5) The peptide sequence is GVKVRVWLF. The MHC is HLA-B27:05 with pseudo-sequence HLA-B27:05. The binding affinity (normalized) is 0.0847. (6) The peptide sequence is KQRGGKPPTKG. The MHC is Mamu-B03 with pseudo-sequence Mamu-B03. The binding affinity (normalized) is 0.127. (7) The peptide sequence is YTVKYPNLDD. The MHC is H-2-Db with pseudo-sequence H-2-Db. The binding affinity (normalized) is 0. (8) The binding affinity (normalized) is 0.213. The peptide sequence is YYKKTFSAL. The MHC is HLA-B15:42 with pseudo-sequence HLA-B15:42. (9) The peptide sequence is VFMDNAFKK. The MHC is HLA-A11:01 with pseudo-sequence HLA-A11:01. The binding affinity (normalized) is 0.549.